Task: Regression. Given two drug SMILES strings and cell line genomic features, predict the synergy score measuring deviation from expected non-interaction effect.. Dataset: Merck oncology drug combination screen with 23,052 pairs across 39 cell lines (1) Drug 2: Nc1ccn(C2OC(CO)C(O)C2(F)F)c(=O)n1. Synergy scores: synergy=-3.45. Cell line: T47D. Drug 1: CN1C(=O)C=CC2(C)C3CCC4(C)C(NC(=O)OCC(F)(F)F)CCC4C3CCC12. (2) Drug 1: O=c1[nH]cc(F)c(=O)[nH]1. Drug 2: O=C(O)C1(Cc2cccc(Nc3nccs3)n2)CCC(Oc2cccc(Cl)c2F)CC1. Cell line: SKOV3. Synergy scores: synergy=8.18. (3) Drug 1: C=CCn1c(=O)c2cnc(Nc3ccc(N4CCN(C)CC4)cc3)nc2n1-c1cccc(C(C)(C)O)n1. Drug 2: CC1(c2nc3c(C(N)=O)cccc3[nH]2)CCCN1. Cell line: A375. Synergy scores: synergy=8.02. (4) Drug 1: CC1CC2C3CCC4=CC(=O)C=CC4(C)C3(F)C(O)CC2(C)C1(O)C(=O)CO. Drug 2: Cn1c(=O)n(-c2ccc(C(C)(C)C#N)cc2)c2c3cc(-c4cnc5ccccc5c4)ccc3ncc21. Cell line: UACC62. Synergy scores: synergy=13.0. (5) Drug 1: C=CCn1c(=O)c2cnc(Nc3ccc(N4CCN(C)CC4)cc3)nc2n1-c1cccc(C(C)(C)O)n1. Drug 2: NC(=O)c1cccc2cn(-c3ccc(C4CCCNC4)cc3)nc12. Cell line: PA1. Synergy scores: synergy=31.8. (6) Drug 1: COC12C(COC(N)=O)C3=C(C(=O)C(C)=C(N)C3=O)N1CC1NC12. Drug 2: CCc1cnn2c(NCc3ccc[n+]([O-])c3)cc(N3CCCCC3CCO)nc12. Cell line: UWB1289. Synergy scores: synergy=-3.65. (7) Drug 1: O=C(NOCC(O)CO)c1ccc(F)c(F)c1Nc1ccc(I)cc1F. Drug 2: CCc1c2c(nc3ccc(O)cc13)-c1cc3c(c(=O)n1C2)COC(=O)C3(O)CC. Cell line: PA1. Synergy scores: synergy=-4.71. (8) Drug 1: O=S1(=O)NC2(CN1CC(F)(F)F)C1CCC2Cc2cc(C=CCN3CCC(C(F)(F)F)CC3)ccc2C1. Drug 2: COC1=C2CC(C)CC(OC)C(O)C(C)C=C(C)C(OC(N)=O)C(OC)C=CC=C(C)C(=O)NC(=CC1=O)C2=O. Cell line: CAOV3. Synergy scores: synergy=-1.86. (9) Drug 1: Cn1nnc2c(C(N)=O)ncn2c1=O. Drug 2: CC1(c2nc3c(C(N)=O)cccc3[nH]2)CCCN1. Cell line: HT29. Synergy scores: synergy=5.97.